This data is from Full USPTO retrosynthesis dataset with 1.9M reactions from patents (1976-2016). The task is: Predict the reactants needed to synthesize the given product. (1) Given the product [F:1][C:2]1([F:21])[CH2:7][CH2:6][N:5]([C:8]2[C:13]3=[N:14][C:15]([C:18]([NH2:30])=[O:19])=[CH:16][N:17]=[C:12]3[CH:11]=[N:10][CH:9]=2)[CH2:4][CH2:3]1, predict the reactants needed to synthesize it. The reactants are: [F:1][C:2]1([F:21])[CH2:7][CH2:6][N:5]([C:8]2[C:13]3=[N:14][C:15]([C:18](O)=[O:19])=[CH:16][N:17]=[C:12]3[CH:11]=[N:10][CH:9]=2)[CH2:4][CH2:3]1.C(Cl)(=O)C(Cl)=O.C([N:30](CC)CC)C.[OH-].[NH4+]. (2) Given the product [F:1][C:2]1[CH:29]=[CH:28][CH:27]=[CH:26][C:3]=1[CH2:4][N:5]1[C:9]2=[N:10][CH:11]=[CH:12][CH:13]=[C:8]2[C:7]([C:14]2[N:19]=[CH:18][C:17]([N:20]3[CH2:24][CH2:23][C@H:22]([O:25][CH3:33])[CH2:21]3)=[CH:16][N:15]=2)=[N:6]1, predict the reactants needed to synthesize it. The reactants are: [F:1][C:2]1[CH:29]=[CH:28][CH:27]=[CH:26][C:3]=1[CH2:4][N:5]1[C:9]2=[N:10][CH:11]=[CH:12][CH:13]=[C:8]2[C:7]([C:14]2[N:19]=[CH:18][C:17]([N:20]3[CH2:24][CH2:23][C@@H:22]([OH:25])[CH2:21]3)=[CH:16][N:15]=2)=[N:6]1.[H-].[Na+].I[CH3:33].O. (3) Given the product [F:6][C:7]1[C:15]([F:16])=[CH:14][CH:13]=[CH:12][C:8]=1[C:9]([C:2]#[N:3])=[O:10], predict the reactants needed to synthesize it. The reactants are: [Cu][C:2]#[N:3].[I-].[K+].[F:6][C:7]1[C:15]([F:16])=[CH:14][CH:13]=[CH:12][C:8]=1[C:9](Cl)=[O:10]. (4) Given the product [CH2:22]([O:24][C:25](=[O:39])[C:26]1[CH:31]=[CH:30][C:29]([O:32][CH2:33][CH2:34][CH2:35][CH2:36][N:9]2[CH2:8][CH2:7][N:6]([CH2:5][CH2:4][C:3]([CH3:13])([CH3:12])[CH3:2])[CH2:11][CH2:10]2)=[C:28]([F:38])[CH:27]=1)[CH3:23], predict the reactants needed to synthesize it. The reactants are: Cl.[CH3:2][C:3]([CH3:13])([CH3:12])[CH2:4][CH2:5][N:6]1[CH2:11][CH2:10][NH:9][CH2:8][CH2:7]1.C(=O)([O-])[O-].[K+].[K+].[I-].[K+].[CH2:22]([O:24][C:25](=[O:39])[C:26]1[CH:31]=[CH:30][C:29]([O:32][CH2:33][CH2:34][CH2:35][CH2:36]Br)=[C:28]([F:38])[CH:27]=1)[CH3:23]. (5) Given the product [CH:1]([N:4]1[C:12]2[C:7](=[C:8]([N:15]=[C:16]=[S:17])[CH:9]=[CH:10][C:11]=2[O:13][CH3:14])[CH:6]=[CH:5]1)([CH3:3])[CH3:2], predict the reactants needed to synthesize it. The reactants are: [CH:1]([N:4]1[C:12]2[C:7](=[C:8]([NH2:15])[CH:9]=[CH:10][C:11]=2[O:13][CH3:14])[CH:6]=[CH:5]1)([CH3:3])[CH3:2].[C:16](N1C=CN=C1)(N1C=CN=C1)=[S:17]. (6) Given the product [OH:1][C@@:2]([CH2:14][C:15]1[C:23]2[C:18](=[CH:19][CH:20]=[CH:21][CH:22]=2)[NH:17][CH:16]=1)([C:11]([OH:13])=[O:12])[CH2:3][C@@H:4]([NH2:8])[C:5]([OH:7])=[O:6].[OH:1][C@:2]([CH2:14][C:15]1[C:23]2[C:18](=[CH:19][CH:20]=[CH:21][CH:22]=2)[NH:17][CH:16]=1)([C:11]([OH:13])=[O:12])[CH2:3][C@@H:4]([NH2:8])[C:5]([OH:7])=[O:6], predict the reactants needed to synthesize it. The reactants are: [OH:1][C:2]([CH2:14][C:15]1[C:23]2[C:18](=[CH:19][CH:20]=[CH:21][CH:22]=2)[NH:17][CH:16]=1)([C:11]([OH:13])=[O:12])[CH2:3][C:4](=[N:8]OC)[C:5]([OH:7])=[O:6].[H][H].